This data is from Catalyst prediction with 721,799 reactions and 888 catalyst types from USPTO. The task is: Predict which catalyst facilitates the given reaction. (1) Reactant: [H-].[Na+].[Cl:3][C:4]1[C:12]2[N:11]=[C:10]3[N:13]([C:17]4[C:22]([CH3:23])=[CH:21][C:20]([Cl:24])=[CH:19][C:18]=4[Cl:25])[CH2:14][CH2:15][CH2:16][N:9]3[C:8]=2[C:7]([CH:26]([OH:30])[CH2:27][CH2:28][CH3:29])=[CH:6][CH:5]=1.[CH3:31]I. Product: [Cl:3][C:4]1[C:12]2[N:11]=[C:10]3[N:13]([C:17]4[C:22]([CH3:23])=[CH:21][C:20]([Cl:24])=[CH:19][C:18]=4[Cl:25])[CH2:14][CH2:15][CH2:16][N:9]3[C:8]=2[C:7]([CH:26]([O:30][CH3:31])[CH2:27][CH2:28][CH3:29])=[CH:6][CH:5]=1. The catalyst class is: 35. (2) Reactant: [F:1][C:2]([F:17])([F:16])[C:3]1[CH:15]=[CH:14][CH:13]=[CH:12][C:4]=1[O:5][CH:6]1[CH2:11][CH2:10][NH:9][CH2:8][CH2:7]1.[CH3:18][S:19][C:20](SC)=[N:21][C:22]#[N:23]. Product: [C:22]([N:21]=[C:20]([N:9]1[CH2:10][CH2:11][CH:6]([O:5][C:4]2[CH:12]=[CH:13][CH:14]=[CH:15][C:3]=2[C:2]([F:1])([F:16])[F:17])[CH2:7][CH2:8]1)[S:19][CH3:18])#[N:23]. The catalyst class is: 8. (3) Reactant: Br[C:2]1[S:3][C:4]([C:7]([O:9][CH2:10][CH3:11])=[O:8])=[CH:5][N:6]=1.C([O-])([O-])=O.[K+].[K+].[CH3:18][N:19]1[C:23](B2OC(C)(C)C(C)(C)O2)=[CH:22][CH:21]=[N:20]1. Product: [CH3:18][N:19]1[C:23]([C:2]2[S:3][C:4]([C:7]([O:9][CH2:10][CH3:11])=[O:8])=[CH:5][N:6]=2)=[CH:22][CH:21]=[N:20]1. The catalyst class is: 760. (4) Reactant: C([O:8][NH:9][C:10](=[O:28])[CH2:11][CH2:12][CH2:13][CH2:14][CH2:15][CH2:16][CH2:17][N:18]1[CH2:27][CH2:26][C:25]2[C:20](=[CH:21][CH:22]=[CH:23][CH:24]=2)[CH2:19]1)C1C=CC=CC=1. Product: [OH:8][NH:9][C:10](=[O:28])[CH2:11][CH2:12][CH2:13][CH2:14][CH2:15][CH2:16][CH2:17][N:18]1[CH2:27][CH2:26][C:25]2[C:20](=[CH:21][CH:22]=[CH:23][CH:24]=2)[CH2:19]1. The catalyst class is: 19.